The task is: Predict the product of the given reaction.. This data is from Forward reaction prediction with 1.9M reactions from USPTO patents (1976-2016). (1) Given the reactants [Cl:1][C:2]1[C:3]([C:9]2[CH:14]=[CH:13][CH:12]=[C:11]([O:15][CH2:16][C:17]3[CH:22]=[CH:21][CH:20]=[C:19]([F:23])[CH:18]=3)[N:10]=2)=[CH:4][C:5](F)=[N:6][CH:7]=1.[NH2:24][C@H:25]1[CH2:30][CH2:29][C@H:28]([CH2:31][NH:32]C(=O)OC(C)(C)C)[CH2:27][CH2:26]1.Cl.O1CCOCC1, predict the reaction product. The product is: [NH2:32][CH2:31][C@H:28]1[CH2:29][CH2:30][C@H:25]([NH:24][C:5]2[CH:4]=[C:3]([C:9]3[CH:14]=[CH:13][CH:12]=[C:11]([O:15][CH2:16][C:17]4[CH:22]=[CH:21][CH:20]=[C:19]([F:23])[CH:18]=4)[N:10]=3)[C:2]([Cl:1])=[CH:7][N:6]=2)[CH2:26][CH2:27]1. (2) Given the reactants Cl.[CH2:2]([O:9][C:10]1[CH:11]=[C:12]([C:18]2[C:19]([CH3:31])([CH3:30])[C:20](=[O:29])[N:21]([CH:23]3[CH2:28][CH2:27][NH:26][CH2:25][CH2:24]3)[N:22]=2)[CH:13]=[CH:14][C:15]=1[O:16][CH3:17])[C:3]1[CH:8]=[CH:7][CH:6]=[CH:5][CH:4]=1.[CH2:32]([O:39][C:40]1[CH:41]=[CH:42][C:43]([CH3:49])=[C:44]([CH:48]=1)[C:45](O)=[O:46])[C:33]1[CH:38]=[CH:37][CH:36]=[CH:35][CH:34]=1, predict the reaction product. The product is: [CH2:2]([O:9][C:10]1[CH:11]=[C:12]([C:18]2[C:19]([CH3:31])([CH3:30])[C:20](=[O:29])[N:21]([CH:23]3[CH2:24][CH2:25][N:26]([C:45]([C:44]4[CH:48]=[C:40]([O:39][CH2:32][C:33]5[CH:38]=[CH:37][CH:36]=[CH:35][CH:34]=5)[CH:41]=[CH:42][C:43]=4[CH3:49])=[O:46])[CH2:27][CH2:28]3)[N:22]=2)[CH:13]=[CH:14][C:15]=1[O:16][CH3:17])[C:3]1[CH:4]=[CH:5][CH:6]=[CH:7][CH:8]=1. (3) Given the reactants N[C:2]1[CH:7]=[CH:6][C:5](Cl)=[CH:4]N=1.[Li+].C[Si]([N-][Si](C)(C)C)(C)C.[CH2:19]1C[O:22][CH2:21][CH2:20]1, predict the reaction product. The product is: [CH2:21]([OH:22])[CH3:20].[CH3:2][CH2:7][CH2:6][CH2:5][CH2:4][CH2:19][CH3:20]. (4) Given the reactants C(OC(=O)[NH:7][C@H:8]([C:10]1[N:19]([C:20]2[CH:25]=[CH:24][CH:23]=[C:22]([C:26](=[O:28])[NH2:27])[CH:21]=2)[C:18](=[O:29])[C:17]2[C:12](=[CH:13][CH:14]=[CH:15][C:16]=2[Cl:30])[N:11]=1)[CH3:9])(C)(C)C.[F:32][C:33]([F:38])([F:37])[C:34]([OH:36])=[O:35], predict the reaction product. The product is: [F:32][C:33]([F:38])([F:37])[C:34]([O-:36])=[O:35].[C:26]([C:22]1[CH:21]=[C:20]([N:19]2[C:18](=[O:29])[C:17]3[C:12](=[CH:13][CH:14]=[CH:15][C:16]=3[Cl:30])[N:11]=[C:10]2[C@@H:8]([NH3+:7])[CH3:9])[CH:25]=[CH:24][CH:23]=1)(=[O:28])[NH2:27]. (5) Given the reactants C([Li])CCC.[C:6](#[N:8])[CH3:7].[F:9][C:10]([F:17])([CH2:15][CH3:16])[C:11](OC)=[O:12], predict the reaction product. The product is: [F:9][C:10]([F:17])([CH2:15][CH3:16])[C:11](=[O:12])[CH2:7][C:6]#[N:8].